From a dataset of Full USPTO retrosynthesis dataset with 1.9M reactions from patents (1976-2016). Predict the reactants needed to synthesize the given product. (1) Given the product [F:33][C:2]1([F:1])[O:6][C:5]2[CH:7]=[CH:8][C:9]([C:11]3([C:14]([NH:16][C:17]4[N:22]=[C:21]([C:23]5[CH:24]=[C:25]([CH:29]=[CH:30][CH:31]=5)[C:26]([NH:38][S:35]([CH3:34])(=[O:37])=[O:36])=[O:27])[C:20]([CH3:32])=[CH:19][CH:18]=4)=[O:15])[CH2:13][CH2:12]3)=[CH:10][C:4]=2[O:3]1, predict the reactants needed to synthesize it. The reactants are: [F:1][C:2]1([F:33])[O:6][C:5]2[CH:7]=[CH:8][C:9]([C:11]3([C:14]([NH:16][C:17]4[N:22]=[C:21]([C:23]5[CH:24]=[C:25]([CH:29]=[CH:30][CH:31]=5)[C:26](O)=[O:27])[C:20]([CH3:32])=[CH:19][CH:18]=4)=[O:15])[CH2:13][CH2:12]3)=[CH:10][C:4]=2[O:3]1.[CH3:34][S:35]([NH2:38])(=[O:37])=[O:36].C(N(CC)CC)C. (2) Given the product [O:1]1[C:5]2[CH:6]=[CH:7][C:8]([CH:10]3[C:19]([C:20]([O:22][CH3:23])=[O:21])=[CH:18][C:17]4[C:12](=[CH:13][CH:14]=[CH:15][CH:16]=4)[O:11]3)=[CH:9][C:4]=2[O:3][CH2:2]1, predict the reactants needed to synthesize it. The reactants are: [O:1]1[C:5]2[CH:6]=[CH:7][C:8]([CH:10]3[CH:19]([C:20]([O:22][CH3:23])=[O:21])[CH:18](O)[C:17]4[C:12](=[CH:13][CH:14]=[CH:15][CH:16]=4)[O:11]3)=[CH:9][C:4]=2[O:3][CH2:2]1.C(N(CC)CC)C.CS(Cl)(=O)=O.N12CCCN=C1CCCCC2. (3) Given the product [CH:26]([NH:29][C:20](=[O:21])[C:19]1[CH:23]=[CH:24][CH:25]=[C:17]([C:16]2[N:11]3[N:10]=[CH:9][C:8]([C:6]([C:2]4[S:1][CH:5]=[CH:4][CH:3]=4)=[O:7])=[C:12]3[N:13]=[CH:14][CH:15]=2)[CH:18]=1)([CH3:28])[CH3:27], predict the reactants needed to synthesize it. The reactants are: [S:1]1[CH:5]=[CH:4][CH:3]=[C:2]1[C:6]([C:8]1[CH:9]=[N:10][N:11]2[C:16]([C:17]3[CH:18]=[C:19]([CH:23]=[CH:24][CH:25]=3)[C:20](O)=[O:21])=[CH:15][CH:14]=[N:13][C:12]=12)=[O:7].[CH:26]([NH2:29])([CH3:28])[CH3:27].